Task: Predict the reactants needed to synthesize the given product.. Dataset: Full USPTO retrosynthesis dataset with 1.9M reactions from patents (1976-2016) Given the product [CH2:46]([NH:49][C:27]([CH2:26][CH2:25][CH2:24][NH:23][C:21]([C:13]1[N:14]=[C:15]([C:19]#[N:20])[C:16]2[C:17](=[O:18])[N:8]([CH2:1][C:2]3[CH:3]=[CH:4][CH:5]=[CH:6][CH:7]=3)[CH:9]=[CH:10][C:11]=2[C:12]=1[OH:30])=[O:22])=[O:29])[CH2:47][CH3:48], predict the reactants needed to synthesize it. The reactants are: [CH2:1]([N:8]1[C:17](=[O:18])[C:16]2[C:15]([C:19]#[N:20])=[N:14][C:13]([C:21]([NH:23][CH2:24][CH2:25][CH2:26][C:27]([OH:29])=O)=[O:22])=[C:12]([OH:30])[C:11]=2[CH:10]=[CH:9]1)[C:2]1[CH:7]=[CH:6][CH:5]=[CH:4][CH:3]=1.C(N(CC)CC)C.ClC(OCC(C)C)=O.[CH2:46]([NH2:49])[CH2:47][CH3:48].